The task is: Predict which catalyst facilitates the given reaction.. This data is from Catalyst prediction with 721,799 reactions and 888 catalyst types from USPTO. (1) Reactant: [OH:1][C:2]([C:4]([F:7])([F:6])[F:5])=[O:3].C([N:15]1[CH2:24][CH2:23][C:22]2[C:17](=[N:18][C:19]([NH:41][CH:42]3[CH2:44][CH2:43]3)=[C:20]([N:25]3[CH2:30][CH2:29][CH:28]([O:31][C:32]4[CH:37]=[CH:36][C:35]([O:38][CH3:39])=[CH:34][C:33]=4[F:40])[CH2:27][CH2:26]3)[N:21]=2)[CH2:16]1)C1C=CC=CC=1. Product: [CH:42]1([NH:41][C:19]2[N:18]=[C:17]3[CH2:16][NH:15][CH2:24][CH2:23][C:22]3=[N:21][C:20]=2[N:25]2[CH2:30][CH2:29][CH:28]([O:31][C:32]3[CH:37]=[CH:36][C:35]([O:38][CH3:39])=[CH:34][C:33]=3[F:40])[CH2:27][CH2:26]2)[CH2:43][CH2:44]1.[C:2]([OH:3])([C:4]([F:7])([F:6])[F:5])=[O:1]. The catalyst class is: 833. (2) Reactant: [Cl:1][C:2]1[C:3]([O:12][C:13]2[CH:18]=[C:17]([O:19][CH:20]([CH2:25][O:26][CH2:27][CH3:28])[CH2:21][O:22][CH2:23][CH3:24])[CH:16]=[CH:15][C:14]=2/[CH:29]=[CH:30]/[C:31](OCC)=[O:32])=[N:4][CH:5]=[C:6]([C:8]([F:11])([F:10])[F:9])[CH:7]=1.[H-].C([Al+]CC(C)C)C(C)C.O.O.O.O.O.O.O.O.O.O.S([O-])([O-])(=O)=O.[Na+].[Na+]. Product: [Cl:1][C:2]1[C:3]([O:12][C:13]2[CH:18]=[C:17]([O:19][CH:20]([CH2:25][O:26][CH2:27][CH3:28])[CH2:21][O:22][CH2:23][CH3:24])[CH:16]=[CH:15][C:14]=2/[CH:29]=[CH:30]/[CH2:31][OH:32])=[N:4][CH:5]=[C:6]([C:8]([F:9])([F:11])[F:10])[CH:7]=1. The catalyst class is: 207. (3) Reactant: [ClH:1].[NH2:2][C:3]1[N:8]=[C:7]([NH:9][C:10]2[CH:15]=[CH:14][C:13]([NH:16]C(=O)C)=[CH:12][CH:11]=2)[CH:6]=[C:5]([CH3:20])[N:4]=1. Product: [ClH:1].[NH2:16][C:13]1[CH:12]=[CH:11][C:10]([NH:9][C:7]2[CH:6]=[C:5]([CH3:20])[N:4]=[C:3]([NH2:2])[N:8]=2)=[CH:15][CH:14]=1. The catalyst class is: 33. (4) The catalyst class is: 22. Product: [I:17][C:18]1[CH:27]=[CH:26][C:21]2[C:22]3[CH2:29][CH2:28][N:30]([C:9]([O:11][C:12]([CH3:13])([CH3:14])[CH3:15])=[O:10])[CH2:31][C:23]=3[O:24][C:20]=2[CH:19]=1. Reactant: [C:9](O[C:9]([O:11][C:12]([CH3:15])([CH3:14])[CH3:13])=[O:10])([O:11][C:12]([CH3:15])([CH3:14])[CH3:13])=[O:10].Cl.[I:17][C:18]1[CH:27]=[CH:26][C:21]2[C:22](=O)[CH2:23][O:24][C:20]=2[CH:19]=1.[CH2:28]([N:30](CC)[CH2:31]C)[CH3:29].